This data is from Forward reaction prediction with 1.9M reactions from USPTO patents (1976-2016). The task is: Predict the product of the given reaction. (1) Given the reactants C(OC(=O)[NH:7][C@H:8]([C:30](=[O:33])[NH:31][CH3:32])[CH2:9][C:10]1[CH:15]=[CH:14][C:13]([O:16]CC2C=CC=CC=2)=[C:12]([O:24][C:25](=[O:29])[NH:26][CH2:27][CH3:28])[CH:11]=1)(C)(C)C.CCOCC.[ClH:40].O1CCOCC1, predict the reaction product. The product is: [Cl-:40].[CH2:27]([NH:26][C:25]([O:24][C:12]1[CH:11]=[C:10]([CH2:9][C@H:8]([NH3+:7])[C:30](=[O:33])[NH:31][CH3:32])[CH:15]=[CH:14][C:13]=1[OH:16])=[O:29])[CH3:28]. (2) Given the reactants [NH2:1][CH2:2][C@H:3]([NH:7][C:8]([O:10][C:11]([CH3:14])([CH3:13])[CH3:12])=[O:9])[C:4]([OH:6])=[O:5].[Cl:15][CH2:16][C:17](Cl)=[O:18], predict the reaction product. The product is: [C:11]([O:10][C:8]([NH:7][C@@H:3]([CH2:2][NH:1][C:17](=[O:18])[CH2:16][Cl:15])[C:4]([OH:6])=[O:5])=[O:9])([CH3:14])([CH3:13])[CH3:12].